The task is: Predict which catalyst facilitates the given reaction.. This data is from Catalyst prediction with 721,799 reactions and 888 catalyst types from USPTO. (1) Reactant: [O:1]1[C:5]2[CH:6]=[CH:7][C:8]([C:10]([CH3:14])([CH3:13])[CH:11]=O)=[CH:9][C:4]=2[O:3][CH2:2]1.[NH2:15][OH:16].N1C=CC=CC=1. Product: [O:1]1[C:5]2[CH:6]=[CH:7][C:8]([C:10]([CH3:14])([CH3:13])[CH:11]=[N:15][OH:16])=[CH:9][C:4]=2[O:3][CH2:2]1. The catalyst class is: 361. (2) Reactant: C([O:8][C:9]1[C:10]([C:20]([O:22][CH3:23])=[O:21])=[C:11]([CH3:19])[C:12]([O:15][CH:16]([CH3:18])[CH3:17])=[N:13][CH:14]=1)C1C=CC=CC=1. Product: [OH:8][C:9]1[C:10]([C:20]([O:22][CH3:23])=[O:21])=[C:11]([CH3:19])[C:12]([O:15][CH:16]([CH3:17])[CH3:18])=[N:13][CH:14]=1. The catalyst class is: 19. (3) Reactant: [Cl-].[Cl-].[Cl-].[Al+3].[C:5](Cl)(=[O:15])[C:6]1[CH:14]=[CH:13][C:9]([C:10](Cl)=[O:11])=[CH:8][CH:7]=1.Cl.[CH:18]1[CH:23]=[CH:22][CH:21]=[CH:20][CH:19]=1. Product: [C:5]([C:6]1[CH:14]=[CH:13][C:9]([C:10](=[O:11])[C:6]2[CH:14]=[CH:13][CH:9]=[CH:8][CH:7]=2)=[CH:8][CH:7]=1)(=[O:15])[C:18]1[CH:23]=[CH:22][CH:21]=[CH:20][CH:19]=1. The catalyst class is: 4.